Dataset: Reaction yield outcomes from USPTO patents with 853,638 reactions. Task: Predict the reaction yield, written as a fraction of the theoretical maximum amount of product (1.0 means a 100% yield; for example, 0.34 means a 34% yield). The catalyst is O1CCCC1. The yield is 0.590. The product is [CH3:1][C:2]1[C:6]([CH2:7][O:8][C:16]2[CH:21]=[CH:20][C:19]([CH2:22][C:23]([OH:25])=[O:24])=[CH:18][CH:17]=2)=[CH:5][N:4]([C:9]2[CH:14]=[CH:13][CH:12]=[CH:11][N:10]=2)[N:3]=1. The reactants are [CH3:1][C:2]1[C:6]([CH2:7][OH:8])=[CH:5][N:4]([C:9]2[CH:14]=[CH:13][CH:12]=[CH:11][N:10]=2)[N:3]=1.O[C:16]1[CH:21]=[CH:20][C:19]([CH2:22][C:23]([O:25]C)=[O:24])=[CH:18][CH:17]=1.C(P(CCCC)CCCC)CCC.N(C(N1CCCCC1)=O)=NC(N1CCCCC1)=O.